Dataset: NCI-60 drug combinations with 297,098 pairs across 59 cell lines. Task: Regression. Given two drug SMILES strings and cell line genomic features, predict the synergy score measuring deviation from expected non-interaction effect. (1) Drug 1: CC1C(C(CC(O1)OC2CC(CC3=C2C(=C4C(=C3O)C(=O)C5=C(C4=O)C(=CC=C5)OC)O)(C(=O)CO)O)N)O.Cl. Drug 2: COC1=C2C(=CC3=C1OC=C3)C=CC(=O)O2. Cell line: CAKI-1. Synergy scores: CSS=-1.04, Synergy_ZIP=-0.635, Synergy_Bliss=0.195, Synergy_Loewe=-4.70, Synergy_HSA=-1.91. (2) Drug 1: C1CCC(C1)C(CC#N)N2C=C(C=N2)C3=C4C=CNC4=NC=N3. Drug 2: C1C(C(OC1N2C=NC(=NC2=O)N)CO)O. Cell line: KM12. Synergy scores: CSS=25.7, Synergy_ZIP=-0.737, Synergy_Bliss=0.266, Synergy_Loewe=-3.06, Synergy_HSA=1.55. (3) Drug 1: C1=CC(=CC=C1C#N)C(C2=CC=C(C=C2)C#N)N3C=NC=N3. Drug 2: CS(=O)(=O)OCCCCOS(=O)(=O)C. Cell line: A498. Synergy scores: CSS=1.73, Synergy_ZIP=-0.958, Synergy_Bliss=-0.717, Synergy_Loewe=-1.14, Synergy_HSA=-1.11. (4) Drug 1: CN(C)N=NC1=C(NC=N1)C(=O)N. Drug 2: CC1C(C(=O)NC(C(=O)N2CCCC2C(=O)N(CC(=O)N(C(C(=O)O1)C(C)C)C)C)C(C)C)NC(=O)C3=C4C(=C(C=C3)C)OC5=C(C(=O)C(=C(C5=N4)C(=O)NC6C(OC(=O)C(N(C(=O)CN(C(=O)C7CCCN7C(=O)C(NC6=O)C(C)C)C)C)C(C)C)C)N)C. Cell line: SN12C. Synergy scores: CSS=-0.756, Synergy_ZIP=1.33, Synergy_Bliss=-0.859, Synergy_Loewe=-0.240, Synergy_HSA=-1.13.